This data is from Retrosynthesis with 50K atom-mapped reactions and 10 reaction types from USPTO. The task is: Predict the reactants needed to synthesize the given product. (1) The reactants are: CCOc1ncc(S(=O)(=O)N2CCN(CC)CC2)cc1C(=O)O.CCc1c(N)c(C(N)=O)nn1Cc1ccccn1. Given the product CCOc1ncc(S(=O)(=O)N2CCN(CC)CC2)cc1C(=O)Nc1c(C(N)=O)nn(Cc2ccccn2)c1CC, predict the reactants needed to synthesize it. (2) Given the product Cn1c(=O)ccc2ccc(Br)cc21, predict the reactants needed to synthesize it. The reactants are: CI.O=c1ccc2ccc(Br)cc2[nH]1.